Dataset: Peptide-MHC class II binding affinity with 134,281 pairs from IEDB. Task: Regression. Given a peptide amino acid sequence and an MHC pseudo amino acid sequence, predict their binding affinity value. This is MHC class II binding data. (1) The peptide sequence is ALSRVQSMFLGTGGS. The MHC is DRB1_0405 with pseudo-sequence DRB1_0405. The binding affinity (normalized) is 0.248. (2) The peptide sequence is PELEEEMFKKRNLTI. The MHC is DRB4_0101 with pseudo-sequence DRB4_0103. The binding affinity (normalized) is 0.0605. (3) The peptide sequence is TKWDNSFLEILYGY. The MHC is DRB1_1101 with pseudo-sequence DRB1_1101. The binding affinity (normalized) is 0.0652. (4) The peptide sequence is ENRSWYLTENIQRFLPNPAG. The MHC is DRB1_0101 with pseudo-sequence DRB1_0101. The binding affinity (normalized) is 0.0254. (5) The peptide sequence is INCPTAAAIAYGLDR. The MHC is HLA-DQA10501-DQB10301 with pseudo-sequence HLA-DQA10501-DQB10301. The binding affinity (normalized) is 0.680. (6) The peptide sequence is EPTAAPAEPEAPAPE. The MHC is HLA-DPA10201-DPB11401 with pseudo-sequence HLA-DPA10201-DPB11401. The binding affinity (normalized) is 0. (7) The peptide sequence is FRAAMATTANVPPAD. The MHC is HLA-DPA10103-DPB10201 with pseudo-sequence HLA-DPA10103-DPB10201. The binding affinity (normalized) is 0.0390. (8) The peptide sequence is GKIASCLNDNANGYF. The MHC is DRB4_0101 with pseudo-sequence DRB4_0103. The binding affinity (normalized) is 0.630. (9) The peptide sequence is KKPVKLASIVKASFEEG. The binding affinity (normalized) is 0.620. The MHC is DRB1_0901 with pseudo-sequence DRB1_0901.